Dataset: Full USPTO retrosynthesis dataset with 1.9M reactions from patents (1976-2016). Task: Predict the reactants needed to synthesize the given product. (1) Given the product [F:1][C:2]1[CH:3]=[C:4]([CH:24]=[C:25]([N+:27]([O-:29])=[O:28])[CH:26]=1)[O:5][C@H:6]1[CH2:10][CH2:9][N:8]([C:11]([O:13][C:14]([CH3:16])([CH3:17])[CH3:15])=[O:12])[C@@H:7]1[CH2:18][NH:31][CH3:30], predict the reactants needed to synthesize it. The reactants are: [F:1][C:2]1[CH:3]=[C:4]([CH:24]=[C:25]([N+:27]([O-:29])=[O:28])[CH:26]=1)[O:5][C@H:6]1[CH2:10][CH2:9][N:8]([C:11]([O:13][C:14]([CH3:17])([CH3:16])[CH3:15])=[O:12])[C@@H:7]1[CH2:18]OS(C)(=O)=O.[CH3:30][NH2:31]. (2) The reactants are: [P:1]([O:5][CH2:6][C@H:7]1[O:11][C@@H:10]([N:12]2[CH:19]=[C:18]([I:20])[C:16](=[O:17])[NH:15][C:13]2=[O:14])[C@H:9]([OH:21])[C@@H:8]1[OH:22])([OH:4])([OH:3])=O.[NH:23]1[CH2:28][CH2:27][O:26][CH2:25][CH2:24]1.N1C=CC=CC=1SSC1C=CC=CN=1.C1(P(C2C=CC=CC=2)C2C=CC=CC=2)C=CC=CC=1. Given the product [CH2:24]1[N:23]([P:1]([O:5][CH2:6][C@H:7]2[O:11][C@@H:10]([N:12]3[C:13](=[O:14])[NH:15][C:16](=[O:17])[C:18]([I:20])=[CH:19]3)[C@H:9]([OH:21])[C@@H:8]2[OH:22])([OH:3])=[O:4])[CH2:28][CH2:27][O:26][CH2:25]1, predict the reactants needed to synthesize it. (3) Given the product [CH3:1][O:2][CH2:3][CH2:4][O:5][CH2:6][O:7][C:8]1[CH:13]=[CH:12][CH:11]=[CH:10][C:9]=1[N:14]1[CH2:19][CH2:18][NH:17][CH2:16][CH2:15]1, predict the reactants needed to synthesize it. The reactants are: [CH3:1][O:2][CH2:3][CH2:4][O:5][CH2:6][O:7][C:8]1[CH:13]=[CH:12][CH:11]=[CH:10][C:9]=1[N:14]1[CH2:19][CH2:18][N:17](C(OC(C)(C)C)=O)[CH2:16][CH2:15]1.C(=O)([O-])[O-].[K+].[K+]. (4) Given the product [Cl:5][C:6]1[CH:14]=[CH:13][C:12]([I:15])=[CH:11][C:7]=1[CH2:8][OH:9], predict the reactants needed to synthesize it. The reactants are: [BH4-].[Na+].II.[Cl:5][C:6]1[CH:14]=[CH:13][C:12]([I:15])=[CH:11][C:7]=1[C:8](O)=[O:9].CC(=O)OCC. (5) Given the product [O:1]([CH2:8][C:9]1[CH:10]=[CH:11][C:12]([CH2:15][CH2:16][C:17]([C:19]2[O:20][C:21]([C:24]3[N:29]=[CH:28][C:27]([C:30]([OH:32])=[O:31])=[CH:26][CH:25]=3)=[CH:22][N:23]=2)=[O:18])=[CH:13][CH:14]=1)[C:2]1[CH:7]=[CH:6][CH:5]=[CH:4][CH:3]=1, predict the reactants needed to synthesize it. The reactants are: [O:1]([CH2:8][C:9]1[CH:14]=[CH:13][C:12]([CH2:15][CH2:16][C:17]([C:19]2[O:20][C:21]([C:24]3[N:29]=[CH:28][C:27]([C:30]([O:32]C)=[O:31])=[CH:26][CH:25]=3)=[CH:22][N:23]=2)=[O:18])=[CH:11][CH:10]=1)[C:2]1[CH:7]=[CH:6][CH:5]=[CH:4][CH:3]=1.[Li+].[OH-].Cl. (6) Given the product [Br:18][C:15]1[CH:14]=[C:11]([CH2:12][NH:28][CH2:27][CH2:26][N:23]2[CH2:24][CH2:25][N:20]([CH3:19])[CH2:21][CH2:22]2)[C:10]([NH2:9])=[N:17][CH:16]=1, predict the reactants needed to synthesize it. The reactants are: C(N(CC)CC)C.Br.[NH2:9][C:10]1[N:17]=[CH:16][C:15]([Br:18])=[CH:14][C:11]=1[CH:12]=O.[CH3:19][N:20]1[CH2:25][CH2:24][N:23]([CH2:26][CH2:27][NH2:28])[CH2:22][CH2:21]1.[BH4-].[Na+]. (7) Given the product [CH3:23][CH2:22][CH2:21][N:13]([C@@H:7]1[CH2:8][C:9]2[CH:10]=[CH:11][CH:12]=[C:3]([OH:2])[C:4]=2[CH2:5][CH2:6]1)[CH2:14][CH2:15][C:16]1[S:17][CH:18]=[CH:19][CH:20]=1, predict the reactants needed to synthesize it. The reactants are: C[O:2][C:3]1[CH:12]=[CH:11][CH:10]=[C:9]2[C:4]=1[CH2:5][CH2:6][C@H:7]([N:13]([CH2:21][CH2:22][CH3:23])[CH2:14][CH2:15][C:16]1[S:17][CH:18]=[CH:19][CH:20]=1)[CH2:8]2.B(Br)(Br)Br.C(=O)(O)[O-].[Na+].